This data is from Forward reaction prediction with 1.9M reactions from USPTO patents (1976-2016). The task is: Predict the product of the given reaction. (1) Given the reactants [F:1][C:2]1[CH:7]=[C:6]([F:8])[CH:5]=[CH:4][C:3]=1[C:9]1([C:12]([F:23])([F:22])[C:13]2[CH:18]=[CH:17][C:16]([O:19][CH:20]=[CH2:21])=[CH:15][N:14]=2)CO1.C[Si](C)(C)[C:26](F)([F:28])[F:27].[I-].[Na+].N#N.[C:36]([O-:39])(O)=O.[Na+], predict the reaction product. The product is: [F:27][C:26]1([F:28])[CH2:21][CH:20]1[O:19][C:16]1[CH:17]=[CH:18][C:13]([C:12]([C:9]2([C:3]3[CH:4]=[CH:5][C:6]([F:8])=[CH:7][C:2]=3[F:1])[CH2:36][O:39]2)([F:22])[F:23])=[N:14][CH:15]=1. (2) Given the reactants [C:1]([O:5][C:6]([N:8]([CH2:19][C:20]1[CH:25]=[CH:24][C:23]([O:26][CH2:27][CH2:28][CH2:29][OH:30])=[C:22]([Br:31])[CH:21]=1)[C:9]([NH2:18])=[N:10][C:11]([O:13][C:14]([CH3:17])([CH3:16])[CH3:15])=[O:12])=[O:7])([CH3:4])([CH3:3])[CH3:2].[S:32](Cl)([C:35]1[CH:41]=[CH:40][C:38]([CH3:39])=[CH:37][CH:36]=1)(=[O:34])=[O:33].CCN(CC)CC, predict the reaction product. The product is: [CH3:39][C:38]1[CH:40]=[CH:41][C:35]([S:32]([O:30][CH2:29][CH2:28][CH2:27][O:26][C:23]2[CH:24]=[CH:25][C:20]([CH2:19][N:8]([C:6]([O:5][C:1]([CH3:2])([CH3:4])[CH3:3])=[O:7])[C:9]([NH2:18])=[N:10][C:11]([O:13][C:14]([CH3:17])([CH3:16])[CH3:15])=[O:12])=[CH:21][C:22]=2[Br:31])(=[O:34])=[O:33])=[CH:36][CH:37]=1. (3) Given the reactants [CH2:1]([CH:4]1[CH2:13][CH2:12][C:11]2[C:6](=[CH:7][CH:8]=[C:9]([O:14][CH3:15])[CH:10]=2)[C:5]1=[O:16])[CH:2]=[CH2:3].[CH:17](=[O:21])/C=C/C, predict the reaction product. The product is: [CH3:15][O:14][C:9]1[CH:10]=[C:11]2[C:6](=[CH:7][CH:8]=1)[C:5](=[O:16])[CH:4]([CH2:1]/[CH:2]=[CH:3]/[CH:17]=[O:21])[CH2:13][CH2:12]2. (4) Given the reactants C(=O)([O-])[O-].[K+].[K+].[Br:7][C:8]1[CH:13]=[CH:12][C:11]([OH:14])=[CH:10][CH:9]=1.Br[CH2:16][CH2:17][O:18][CH3:19], predict the reaction product. The product is: [Br:7][C:8]1[CH:13]=[CH:12][C:11]([O:14][CH2:16][CH2:17][O:18][CH3:19])=[CH:10][CH:9]=1. (5) Given the reactants [NH:1]1[CH2:4][CH:3]([N:5]2[C:9]3=[N:10][CH:11]=[N:12][C:13]([NH2:14])=[C:8]3[C:7]([C:15]3[CH:20]=[CH:19][C:18]([O:21][C:22]4[CH:27]=[CH:26][CH:25]=[CH:24][CH:23]=4)=[CH:17][CH:16]=3)=[N:6]2)[CH2:2]1.C(=O)([O-])[O-].[K+].[K+].[C:34](OC(=O)C)(=[O:36])[CH3:35], predict the reaction product. The product is: [NH2:14][C:13]1[N:12]=[CH:11][N:10]=[C:9]2[N:5]([CH:3]3[CH2:2][N:1]([C:34](=[O:36])[CH3:35])[CH2:4]3)[N:6]=[C:7]([C:15]3[CH:16]=[CH:17][C:18]([O:21][C:22]4[CH:27]=[CH:26][CH:25]=[CH:24][CH:23]=4)=[CH:19][CH:20]=3)[C:8]=12. (6) Given the reactants Cl.[NH2:2][CH:3]1[C:8]2[CH:9]=[C:10]([O:18][CH3:19])[C:11]([NH:13][S:14]([CH3:17])(=[O:16])=[O:15])=[CH:12][C:7]=2[O:6][C:5]([CH3:21])([CH3:20])[CH:4]1[OH:22].[CH:23]1([CH2:29][CH:30]=O)[CH2:28][CH2:27][CH2:26][CH2:25][CH2:24]1.C(N(CC)CC)C.C([BH3-])#N.[Na+], predict the reaction product. The product is: [CH:23]1([CH2:29][CH2:30][NH:2][C@H:3]2[C:8]3[CH:9]=[C:10]([O:18][CH3:19])[C:11]([NH:13][S:14]([CH3:17])(=[O:15])=[O:16])=[CH:12][C:7]=3[O:6][C:5]([CH3:20])([CH3:21])[C@@H:4]2[OH:22])[CH2:28][CH2:27][CH2:26][CH2:25][CH2:24]1. (7) Given the reactants [OH:1][C:2]1[NH:3][C:4]2[CH:10]=[CH:9][CH:8]=[CH:7][C:5]=2[N:6]=1.[CH3:11][N:12]([C:16]1[CH:21]=[CH:20][CH:19]=[CH:18][CH:17]=1)[C:13](Cl)=[O:14], predict the reaction product. The product is: [CH3:11][N:12]([C:16]1[CH:21]=[CH:20][CH:19]=[CH:18][CH:17]=1)[C:13]([N:3]1[C:4]2[CH:10]=[CH:9][CH:8]=[CH:7][C:5]=2[N:6]=[C:2]1[O:1][C:13](=[O:14])[N:12]([CH3:11])[C:16]1[CH:21]=[CH:20][CH:19]=[CH:18][CH:17]=1)=[O:14]. (8) Given the reactants Br[C:2]1[CH:7]=[C:6]([Cl:8])[CH:5]=[C:4]([Cl:9])[CH:3]=1.[N:10]1[CH:15]=[CH:14][CH:13]=[C:12](B2OC(C)(C)C(C)(C)O2)[CH:11]=1.C([O-])([O-])=O.[Na+].[Na+], predict the reaction product. The product is: [Cl:9][C:4]1[CH:3]=[C:2]([C:12]2[CH:11]=[N:10][CH:15]=[CH:14][CH:13]=2)[CH:7]=[C:6]([Cl:8])[CH:5]=1. (9) Given the reactants [OH:1][C:2]1[CH:3]=[C:4]([CH:9]=[CH:10][C:11]=1[O:12][CH3:13])[C:5]([O:7]C)=[O:6].[CH:14](O)([CH3:16])[CH3:15].C1(P(C2C=CC=CC=2)C2C=CC=CC=2)C=CC=CC=1.N(C(OCC)=O)=NC(OCC)=O, predict the reaction product. The product is: [CH:14]([O:1][C:2]1[CH:3]=[C:4]([CH:9]=[CH:10][C:11]=1[O:12][CH3:13])[C:5]([OH:7])=[O:6])([CH3:16])[CH3:15]. (10) The product is: [Br:21][C:19]1[CH:18]=[CH:17][C:16]([O:22][CH:23]([F:25])[F:24])=[C:15]([CH:20]=1)[CH2:14][C@H:10]1[O:11][CH2:12][CH2:13][NH:8][CH2:9]1. Given the reactants C([N:8]1[CH2:13][CH2:12][O:11][C@H:10]([CH2:14][C:15]2[CH:20]=[C:19]([Br:21])[CH:18]=[CH:17][C:16]=2[O:22][CH:23]([F:25])[F:24])[CH2:9]1)(OC(C)(C)C)=O.Cl.C(O)(=O)/C=C/C(O)=O, predict the reaction product.